Dataset: Reaction yield outcomes from USPTO patents with 853,638 reactions. Task: Predict the reaction yield, written as a fraction of the theoretical maximum amount of product (1.0 means a 100% yield; for example, 0.34 means a 34% yield). (1) The reactants are Cl[CH2:2][C:3]1[C:12]([C:13]2[CH:18]=[CH:17][CH:16]=[CH:15][C:14]=2[O:19][CH3:20])=[CH:11][CH:10]=[C:9]2[C:4]=1[C:5]([CH3:23])=[CH:6][C:7]([CH3:22])([CH3:21])[NH:8]2.[NH:24]1[CH2:28][CH2:27][CH2:26][CH2:25]1.C(=O)([O-])[O-].[K+].[K+]. The catalyst is CN(C)C=O.C(OCC)(=O)C. The product is [CH3:20][O:19][C:14]1[CH:15]=[CH:16][CH:17]=[CH:18][C:13]=1[C:12]1[C:3]([CH2:2][N:24]2[CH2:28][CH2:27][CH2:26][CH2:25]2)=[C:4]2[C:9](=[CH:10][CH:11]=1)[NH:8][C:7]([CH3:22])([CH3:21])[CH:6]=[C:5]2[CH3:23]. The yield is 0.790. (2) The reactants are [F:1][C:2]1[CH:3]=[C:4]([CH:8]=[CH:9][C:10]=1[OH:11])[C:5]([OH:7])=[O:6].S(Cl)(Cl)=O.[CH2:16](O)[CH3:17]. No catalyst specified. The product is [F:1][C:2]1[CH:3]=[C:4]([CH:8]=[CH:9][C:10]=1[OH:11])[C:5]([O:7][CH2:16][CH3:17])=[O:6]. The yield is 1.00. (3) The reactants are [CH2:1]([N:3]([CH2:21][CH3:22])[CH:4]1[CH2:9][CH2:8][N:7]([C:10]2[O:11][CH2:12][C:13](=[O:20])[C:14]=2[C:15]([O:17][CH2:18][CH3:19])=[O:16])[CH2:6][CH2:5]1)[CH3:2].[NH:23]1[C:31]2[C:26](=[CH:27][CH:28]=[CH:29][N:30]=2)[C:25]([CH:32]=O)=[CH:24]1.N1CCC[C@H]1C(O)=O. The catalyst is C(O)C. The product is [NH:23]1[C:31]2=[N:30][CH:29]=[CH:28][CH:27]=[C:26]2[C:25]([CH:32]=[C:12]2[O:11][C:10]([N:7]3[CH2:8][CH2:9][CH:4]([N:3]([CH2:1][CH3:2])[CH2:21][CH3:22])[CH2:5][CH2:6]3)=[C:14]([C:15]([O:17][CH2:18][CH3:19])=[O:16])[C:13]2=[O:20])=[CH:24]1. The yield is 0.250. (4) The reactants are [NH2:1][C:2]1[C:3]2[C:10](I)=[CH:9][N:8]([C@@H:12]3[O:27][C@H:26]([CH2:28][O:29][CH2:30][C:31]4[CH:36]=[CH:35][C:34]([Cl:37])=[CH:33][C:32]=4[Cl:38])[C@@H:15]([O:16][CH2:17][C:18]4[CH:23]=[CH:22][C:21]([Cl:24])=[CH:20][C:19]=4[Cl:25])[C@@:13]3([CH3:39])[OH:14])[C:4]=2[N:5]=[CH:6][N:7]=1.C([Sn](CCCC)(CCCC)/[CH:45]=[CH:46]\[C:47]([O-:49])=[O:48])CCC.[CH3:58]N(C=O)C. The catalyst is [Cu]I.Cl[Pd](Cl)([P](C1C=CC=CC=1)(C1C=CC=CC=1)C1C=CC=CC=1)[P](C1C=CC=CC=1)(C1C=CC=CC=1)C1C=CC=CC=1. The product is [NH2:1][C:2]1[C:3]2[C:10]([CH:45]=[CH:46][C:47]([O:49][CH3:58])=[O:48])=[CH:9][N:8]([C@@H:12]3[O:27][C@H:26]([CH2:28][O:29][CH2:30][C:31]4[CH:36]=[CH:35][C:34]([Cl:37])=[CH:33][C:32]=4[Cl:38])[C@@H:15]([O:16][CH2:17][C:18]4[CH:23]=[CH:22][C:21]([Cl:24])=[CH:20][C:19]=4[Cl:25])[C@@:13]3([CH3:39])[OH:14])[C:4]=2[N:5]=[CH:6][N:7]=1. The yield is 0.810. (5) The reactants are [O:1]1[CH2:6][CH2:5][CH:4]([C:7]([O:9][CH3:10])=[O:8])[CH2:3][CH2:2]1.[CH:11]([N-]C(C)C)(C)C.[Li+].CI.O. The catalyst is C1COCC1. The product is [CH3:11][C:4]1([C:7]([O:9][CH3:10])=[O:8])[CH2:5][CH2:6][O:1][CH2:2][CH2:3]1. The yield is 0.610.